From a dataset of Full USPTO retrosynthesis dataset with 1.9M reactions from patents (1976-2016). Predict the reactants needed to synthesize the given product. (1) Given the product [CH3:19][O:20][C:21]1[CH:26]=[C:25]([C:2]2[CH:18]=[CH:17][C:5]([O:6][CH2:7][C:8]3[CH:9]=[C:10]([C:14]([OH:16])=[O:15])[O:11][C:12]=3[CH3:13])=[CH:4][CH:3]=2)[CH:24]=[CH:23][CH:22]=1, predict the reactants needed to synthesize it. The reactants are: I[C:2]1[CH:18]=[CH:17][C:5]([O:6][CH2:7][C:8]2[CH:9]=[C:10]([C:14]([OH:16])=[O:15])[O:11][C:12]=2[CH3:13])=[CH:4][CH:3]=1.[CH3:19][O:20][C:21]1[CH:22]=[C:23](B(O)O)[CH:24]=[CH:25][CH:26]=1. (2) Given the product [N:28]1[CH:29]=[CH:30][CH:31]=[CH:32][C:27]=1[N:25]1[C:5]([C:7]2[C:12](=[O:13])[CH:11]=[CH:10][N:9]([C:14]3[CH:19]=[CH:18][CH:17]=[C:16]([C:20]([F:23])([F:22])[F:21])[CH:15]=3)[N:8]=2)=[CH:4][CH:3]=[N:2]1, predict the reactants needed to synthesize it. The reactants are: C[N:2](C)[CH:3]=[CH:4][C:5]([C:7]1[C:12](=[O:13])[CH:11]=[CH:10][N:9]([C:14]2[CH:19]=[CH:18][CH:17]=[C:16]([C:20]([F:23])([F:22])[F:21])[CH:15]=2)[N:8]=1)=O.[NH:25]([C:27]1[CH:32]=[CH:31][CH:30]=[CH:29][N:28]=1)N.CCN(CC)CC. (3) The reactants are: [F:1][C:2]1([F:18])[CH2:17][C:6]2[S:7][C:8]([NH2:16])=[C:9]([C:10]3[S:14][N:13]=[C:12]([CH3:15])[N:11]=3)[C:5]=2[CH2:4][CH2:3]1.[CH:19]12[CH2:26][CH2:25][CH:22]([CH2:23][CH2:24]1)[C:21]1[C:27]([O:29][C:30](=[O:31])[C:20]2=1)=[O:28]. Given the product [F:18][C:2]1([F:1])[CH2:17][C:6]2[S:7][C:8]([NH:16][C:30]([C:20]3[CH:19]4[CH2:26][CH2:25][CH:22]([CH2:23][CH2:24]4)[C:21]=3[C:27]([OH:29])=[O:28])=[O:31])=[C:9]([C:10]3[S:14][N:13]=[C:12]([CH3:15])[N:11]=3)[C:5]=2[CH2:4][CH2:3]1, predict the reactants needed to synthesize it. (4) The reactants are: Cl.C([N:4]([CH2:9][C:10]1[C:15]([N+:16]([O-])=O)=[CH:14][CH:13]=[C:12]([Cl:19])[C:11]=1[Cl:20])[CH2:5][C:6]([OH:8])=[O:7])C.[CH3:21][CH2:22]CCCC. Given the product [CH2:21]([O:8][C:6](=[O:7])[CH2:5][NH:4][CH2:9][C:10]1[C:15]([NH2:16])=[CH:14][CH:13]=[C:12]([Cl:19])[C:11]=1[Cl:20])[CH3:22], predict the reactants needed to synthesize it.